The task is: Predict the reaction yield, written as a fraction of the theoretical maximum amount of product (1.0 means a 100% yield; for example, 0.34 means a 34% yield).. This data is from Reaction yield outcomes from USPTO patents with 853,638 reactions. (1) The reactants are [CH:1]1([CH2:7][C:8]2[N:12]([C:13]3[CH:18]=[C:17]([C:19]([CH3:22])([CH3:21])[CH3:20])[N:16]=[C:15]([C:23]([CH3:26])([CH3:25])[CH3:24])[CH:14]=3)[N:11]=[C:10]([C:27]([O:29][CH2:30][CH3:31])=[O:28])[CH:9]=2)[CH2:6][CH2:5][CH2:4][CH2:3][CH2:2]1.C(Cl)[Cl:33]. No catalyst specified. The product is [Cl:33][C:9]1[C:10]([C:27]([O:29][CH2:30][CH3:31])=[O:28])=[N:11][N:12]([C:13]2[CH:14]=[C:15]([C:23]([CH3:24])([CH3:26])[CH3:25])[N:16]=[C:17]([C:19]([CH3:20])([CH3:21])[CH3:22])[CH:18]=2)[C:8]=1[CH2:7][CH:1]1[CH2:2][CH2:3][CH2:4][CH2:5][CH2:6]1. The yield is 0.260. (2) The reactants are [CH2:1]([NH:8][C:9]([CH:11]1[CH2:23][N:21]2[C:22]3[CH:14]([CH:15]([NH:24][C:25](=[O:38])[CH:26]([CH2:34][CH:35]([CH3:37])[CH3:36])[CH:27]([CH2:31][CH2:32][CH3:33])[C:28]([NH2:30])=[O:29])[CH2:16][CH2:17][C:18]=3[CH:19]=[CH:20]2)[C:13](=[O:39])[CH2:12]1)=[O:10])C1C=CC=CC=1.N[C@@H:41]1C[CH2:44][N:43]([CH2:46][C:47]2[CH:52]=[CH:51][CH:50]=[CH:49][CH:48]=2)[CH2:42]1. No catalyst specified. The product is [CH2:46]([N:43]1[CH2:42][CH2:41][CH:1]([NH:8][C:9]([CH:11]2[CH2:23][N:21]3[C:22]4[CH:14]([CH:15]([NH:24][C:25](=[O:38])[CH:26]([CH2:34][CH:35]([CH3:37])[CH3:36])[CH:27]([CH2:31][CH2:32][CH3:33])[C:28]([NH2:30])=[O:29])[CH2:16][CH2:17][C:18]=4[CH:19]=[CH:20]3)[C:13](=[O:39])[CH2:12]2)=[O:10])[CH2:44]1)[C:47]1[CH:52]=[CH:51][CH:50]=[CH:49][CH:48]=1. The yield is 0.300.